From a dataset of Forward reaction prediction with 1.9M reactions from USPTO patents (1976-2016). Predict the product of the given reaction. Given the reactants Br[C:2]1[CH:7]=[CH:6][C:5]([CH:8]2[CH2:11][N:10]([C:12]([C:14]3[CH:15]=[CH:16][C:17]([CH3:33])=[C:18]([NH:20][C:21](=[O:32])[C:22]4[CH:27]=[CH:26][C:25]([NH:28][CH:29]([CH3:31])[CH3:30])=[N:24][CH:23]=4)[CH:19]=3)=[O:13])[CH2:9]2)=[CH:4][CH:3]=1.C([O-])([O-])=O.[K+].[K+].[CH3:40][N:41]1[C:49]2[C:44](=[CH:45][CH:46]=[C:47](B(O)O)[CH:48]=2)[CH:43]=[N:42]1, predict the reaction product. The product is: [CH:29]([NH:28][C:25]1[CH:26]=[CH:27][C:22]([C:21]([NH:20][C:18]2[CH:19]=[C:14]([C:12]([N:10]3[CH2:11][CH:8]([C:5]4[CH:6]=[CH:7][C:2]([C:47]5[CH:48]=[C:49]6[C:44]([CH:43]=[N:42][N:41]6[CH3:40])=[CH:45][CH:46]=5)=[CH:3][CH:4]=4)[CH2:9]3)=[O:13])[CH:15]=[CH:16][C:17]=2[CH3:33])=[O:32])=[CH:23][N:24]=1)([CH3:31])[CH3:30].